This data is from Full USPTO retrosynthesis dataset with 1.9M reactions from patents (1976-2016). The task is: Predict the reactants needed to synthesize the given product. (1) Given the product [I:11][CH:2]([O:4][C:5](=[O:9])[CH:6]([CH3:8])[CH3:7])[CH3:3], predict the reactants needed to synthesize it. The reactants are: Cl[CH:2]([O:4][C:5](=[O:9])[CH:6]([CH3:8])[CH3:7])[CH3:3].[Na+].[I-:11]. (2) Given the product [C:1]([O:5][C:6](=[O:35])[C:7]1[CH:12]=[CH:11][C:10]([C:13](=[O:33])[CH2:14][C:15]([SH:29])([C:20]2[CH:25]=[C:24]([Cl:26])[C:23]([Cl:27])=[C:22]([Cl:28])[CH:21]=2)[C:16]([F:17])([F:18])[F:19])=[CH:9][C:8]=1[CH3:34])([CH3:4])([CH3:3])[CH3:2], predict the reactants needed to synthesize it. The reactants are: [C:1]([O:5][C:6](=[O:35])[C:7]1[CH:12]=[CH:11][C:10]([C:13](=[O:33])[CH2:14][C:15]([S:29]C(=O)C)([C:20]2[CH:25]=[C:24]([Cl:26])[C:23]([Cl:27])=[C:22]([Cl:28])[CH:21]=2)[C:16]([F:19])([F:18])[F:17])=[CH:9][C:8]=1[CH3:34])([CH3:4])([CH3:3])[CH3:2]. (3) Given the product [F:22][CH:2]([F:1])[O:3][C:4]1[CH:9]=[CH:8][C:7](/[CH:10]=[CH:11]/[C:12]([OH:14])=[O:13])=[C:6]([CH2:15][N:16]2[N:20]=[N:19][C:18]([CH3:21])=[N:17]2)[CH:5]=1, predict the reactants needed to synthesize it. The reactants are: [F:1][CH:2]([F:22])[O:3][C:4]1[CH:9]=[CH:8][C:7]([CH:10]=[CH:11][C:12]([O-:14])=[O:13])=[C:6]([CH2:15][N:16]2[N:20]=[N:19][C:18]([CH3:21])=[N:17]2)[CH:5]=1. (4) Given the product [F:47][C:48]1[CH:49]=[C:50]([C:51]2[N:54]=[C:20]([CH2:19][N:3]3[CH2:4][CH2:5][C:6]([C:7]4[CH:12]=[CH:11][CH:10]=[CH:9][CH:8]=4)([C:13]4[CH:18]=[CH:17][CH:16]=[CH:15][CH:14]=4)[C:2]3=[O:1])[O:22][N:52]=2)[CH:56]=[C:57]([F:59])[CH:58]=1, predict the reactants needed to synthesize it. The reactants are: [O:1]=[C:2]1[C:6]([C:13]2[CH:18]=[CH:17][CH:16]=[CH:15][CH:14]=2)([C:7]2[CH:12]=[CH:11][CH:10]=[CH:9][CH:8]=2)[CH2:5][CH2:4][N:3]1[CH2:19][C:20]([OH:22])=O.FC1C=CC(C2(C3C=CC(F)=CC=3)CCN(CC(O)=O)C2=O)=CC=1.[F:47][C:48]1[CH:49]=[C:50]([CH:56]=[C:57]([F:59])[CH:58]=1)/[C:51](=[N:54]/[H])/[NH:52]O.ON/C(=N\[H])/C1C=CC(C(F)(F)F)=CC=1. (5) The reactants are: [CH2:1]([O:3][C:4]1[CH:5]=[CH:6][C:7]([F:21])=[C:8]([C:10]2[CH:15]=[C:14]([CH:16]([CH3:18])[CH3:17])[N:13]=[C:12]([C:19]#N)[CH:11]=2)[CH:9]=1)[CH3:2].[O:22]1CCOC[CH2:23]1.C[OH:29]. Given the product [CH2:1]([O:3][C:4]1[CH:5]=[CH:6][C:7]([F:21])=[C:8]([C:10]2[CH:15]=[C:14]([CH:16]([CH3:18])[CH3:17])[N:13]=[C:12]([C:19]([O:22][CH3:23])=[O:29])[CH:11]=2)[CH:9]=1)[CH3:2], predict the reactants needed to synthesize it. (6) Given the product [CH2:1]([O:3][C:4]([C:6]1[CH:7]=[N:8][C:9]2[C:14]([C:15]=1[NH:24][CH2:23][C:22]1[CH:25]=[CH:26][C:27]([Cl:29])=[CH:28][C:21]=1[Cl:20])=[CH:13][CH:12]=[CH:11][C:10]=2[NH2:17])=[O:5])[CH3:2], predict the reactants needed to synthesize it. The reactants are: [CH2:1]([O:3][C:4]([C:6]1[CH:7]=[N:8][C:9]2[C:14]([C:15]=1Cl)=[CH:13][CH:12]=[CH:11][C:10]=2[N+:17]([O-])=O)=[O:5])[CH3:2].[Cl:20][C:21]1[CH:28]=[C:27]([Cl:29])[CH:26]=[CH:25][C:22]=1[CH2:23][NH2:24]. (7) The reactants are: [CH3:1][O:2][C:3](=[O:24])[C:4](=[N:12][NH:13][C:14]1[CH:19]=[CH:18][C:17]([O:20][CH3:21])=[C:16]([O:22][CH3:23])[CH:15]=1)[C:5](=[O:11])[CH2:6][C:7](OC)=[O:8].C1CCCCC1. Given the product [CH3:1][O:2][C:3]([C:4]1[C:5]([OH:11])=[CH:6][C:7](=[O:8])[N:13]([C:14]2[CH:19]=[CH:18][C:17]([O:20][CH3:21])=[C:16]([O:22][CH3:23])[CH:15]=2)[N:12]=1)=[O:24], predict the reactants needed to synthesize it. (8) Given the product [Cl:15][CH2:16][C:17]([NH:2][NH:3][C:6](=[O:8])[C:5]([F:4])([F:11])[F:12])=[O:18], predict the reactants needed to synthesize it. The reactants are: O.[NH2:2][NH2:3].[F:4][C:5]([F:12])([F:11])[C:6]([O:8]CC)=O.[OH-].[Na+].[Cl:15][CH2:16][C:17](Cl)=[O:18]. (9) The reactants are: [CH:1]1([S:4]([C:7]2[CH:12]=[CH:11][C:10]([CH:13]([C:21]3[NH:25][C:24]([C:26]4[N:31]=[CH:30][C:29]([CH2:32]O)=[CH:28][CH:27]=4)=[CH:23][CH:22]=3)[CH2:14][CH:15]3[CH2:20][CH2:19][O:18][CH2:17][CH2:16]3)=[CH:9][CH:8]=2)(=[O:6])=[O:5])[CH2:3][CH2:2]1.C(P(CCCC)CCCC)CCC.[NH:47]1[CH:51]=[N:50][CH:49]=[N:48]1.N(C(N1CCCCC1)=O)=NC(N1CCCCC1)=O. Given the product [CH:1]1([S:4]([C:7]2[CH:12]=[CH:11][C:10]([CH:13]([C:21]3[NH:25][C:24]([C:26]4[CH:27]=[CH:28][C:29]([CH2:32][N:47]5[CH:51]=[N:50][CH:49]=[N:48]5)=[CH:30][N:31]=4)=[CH:23][CH:22]=3)[CH2:14][CH:15]3[CH2:20][CH2:19][O:18][CH2:17][CH2:16]3)=[CH:9][CH:8]=2)(=[O:6])=[O:5])[CH2:2][CH2:3]1, predict the reactants needed to synthesize it.